Dataset: Peptide-MHC class II binding affinity with 134,281 pairs from IEDB. Task: Regression. Given a peptide amino acid sequence and an MHC pseudo amino acid sequence, predict their binding affinity value. This is MHC class II binding data. (1) The peptide sequence is ASPWSWPDLDLKPGA. The binding affinity (normalized) is 0.0972. The MHC is DRB1_1302 with pseudo-sequence DRB1_1302. (2) The peptide sequence is YQPAAMRRLSLILLA. The MHC is HLA-DPA10201-DPB11401 with pseudo-sequence HLA-DPA10201-DPB11401. The binding affinity (normalized) is 0.692. (3) The peptide sequence is AGQISVQPTFSVQRN. The MHC is DRB4_0101 with pseudo-sequence DRB4_0103. The binding affinity (normalized) is 0.674. (4) The peptide sequence is AVPWYAVAFNAIVAA. The MHC is DRB1_0101 with pseudo-sequence DRB1_0101. The binding affinity (normalized) is 0.982. (5) The peptide sequence is DKGVAPGTAVLRQWL. The MHC is DRB1_0101 with pseudo-sequence DRB1_0101. The binding affinity (normalized) is 0.702.